From a dataset of Catalyst prediction with 721,799 reactions and 888 catalyst types from USPTO. Predict which catalyst facilitates the given reaction. (1) Reactant: C([N:8]1[C@@H:13]([CH3:14])[CH2:12][N:11]([C:15]2[CH:16]=[CH:17][C:18]3[N:19]([C:21]([C:24]([F:27])([F:26])[F:25])=[N:22][N:23]=3)[N:20]=2)[C@H:10]([CH3:28])[CH2:9]1)C1C=CC=CC=1.Cl. Product: [CH3:28][C@@H:10]1[CH2:9][NH:8][C@@H:13]([CH3:14])[CH2:12][N:11]1[C:15]1[CH:16]=[CH:17][C:18]2[N:19]([C:21]([C:24]([F:27])([F:26])[F:25])=[N:22][N:23]=2)[N:20]=1. The catalyst class is: 29. (2) Reactant: [C:1]([C:4]1[C:5](=[O:16])[NH:6][C:7]2[C:12]([C:13]=1O)=[CH:11][C:10]([I:15])=[CH:9][CH:8]=2)(=O)[CH3:2].O.[NH2:18][NH2:19]. Product: [I:15][C:10]1[CH:9]=[CH:8][C:7]2[NH:6][C:5](=[O:16])[C:4]3=[C:1]([CH3:2])[NH:18][N:19]=[C:13]3[C:12]=2[CH:11]=1. The catalyst class is: 3. (3) Reactant: C([NH:4][C@@:5]1([C:22](NC(C)(C)C)=[O:23])[CH2:9][CH2:8][O:7][C@@H:6]1[CH2:10][CH2:11][CH2:12][B:13]1[O:17]C(C)(C)C(C)(C)[O:14]1)(=O)C.[OH2:29]. Product: [NH2:4][C@@:5]1([C:22]([OH:23])=[O:29])[CH2:9][CH2:8][O:7][C@@H:6]1[CH2:10][CH2:11][CH2:12][B:13]([OH:14])[OH:17]. The catalyst class is: 33. (4) Reactant: [C:9](O[C:9]([O:11][C:12]([CH3:15])([CH3:14])[CH3:13])=[O:10])([O:11][C:12]([CH3:15])([CH3:14])[CH3:13])=[O:10].[CH3:16][C:17]1[CH:25]=[CH:24][CH:23]=[C:22]2[C:18]=1[CH:19]=[C:20]([C:26]([O:28][CH3:29])=[O:27])[NH:21]2. Product: [C:12]([O:11][C:9]([N:21]1[C:22]2[C:18](=[C:17]([CH3:16])[CH:25]=[CH:24][CH:23]=2)[CH:19]=[C:20]1[C:26]([O:28][CH3:29])=[O:27])=[O:10])([CH3:13])([CH3:14])[CH3:15]. The catalyst class is: 840. (5) Reactant: [CH:1]1([N:6]2[CH2:12][C:11]([F:14])([F:13])[C:10](=[O:15])[N:9]([CH3:16])[C:8]3[CH:17]=[N:18][C:19]([NH:21][C:22]4[CH:30]=[CH:29][C:25]([C:26](O)=[O:27])=[CH:24][C:23]=4[O:31][CH3:32])=[N:20][C:7]2=3)[CH2:5][CH2:4][CH2:3][CH2:2]1.Cl.[CH3:34][N:35]1[CH2:40][CH2:39][N:38]([CH2:41][C:42]2[CH:48]=[CH:47][C:45]([NH2:46])=[CH:44][CH:43]=2)[CH2:37][CH2:36]1.C(N(C(C)C)CC)(C)C.CN(C(ON1N=NC2C=CC=NC1=2)=[N+](C)C)C.F[P-](F)(F)(F)(F)F. Product: [CH:1]1([N:6]2[CH2:12][C:11]([F:14])([F:13])[C:10](=[O:15])[N:9]([CH3:16])[C:8]3[CH:17]=[N:18][C:19]([NH:21][C:22]4[CH:30]=[CH:29][C:25]([C:26]([NH:46][C:45]5[CH:44]=[CH:43][C:42]([CH2:41][N:38]6[CH2:37][CH2:36][N:35]([CH3:34])[CH2:40][CH2:39]6)=[CH:48][CH:47]=5)=[O:27])=[CH:24][C:23]=4[O:31][CH3:32])=[N:20][C:7]2=3)[CH2:5][CH2:4][CH2:3][CH2:2]1. The catalyst class is: 9.